Dataset: Full USPTO retrosynthesis dataset with 1.9M reactions from patents (1976-2016). Task: Predict the reactants needed to synthesize the given product. Given the product [CH2:36]([N:24]([CH2:17][C:18]1[CH:23]=[CH:22][CH:21]=[CH:20][CH:19]=1)[C@@H:25]1[CH2:34][CH2:33][C:32]2[C:27](=[C:28]([C:6]3[C:2]([CH3:1])=[N:3][NH:4][C:5]=3[CH3:16])[CH:29]=[CH:30][CH:31]=2)[CH2:26]1)[C:37]1[CH:38]=[CH:39][CH:40]=[CH:41][CH:42]=1, predict the reactants needed to synthesize it. The reactants are: [CH3:1][C:2]1[C:6](B2OC(C)(C)C(C)(C)O2)=[C:5]([CH3:16])[NH:4][N:3]=1.[CH2:17]([N:24]([CH2:36][C:37]1[CH:42]=[CH:41][CH:40]=[CH:39][CH:38]=1)[C@@H:25]1[CH2:34][CH2:33][C:32]2[C:27](=[C:28](Br)[CH:29]=[CH:30][CH:31]=2)[CH2:26]1)[C:18]1[CH:23]=[CH:22][CH:21]=[CH:20][CH:19]=1.